This data is from Reaction yield outcomes from USPTO patents with 853,638 reactions. The task is: Predict the reaction yield, written as a fraction of the theoretical maximum amount of product (1.0 means a 100% yield; for example, 0.34 means a 34% yield). (1) The reactants are C(OC(=O)[NH:10][C:11]1[CH:12]=[CH:13][CH:14]=[C:15]2[C:19]=1[NH:18][CH:17]=[C:16]2[C:20]1([CH2:30][CH3:31])[C:28]2[C:23](=[CH:24][C:25]([F:29])=[CH:26][CH:27]=2)[CH2:22][CH2:21]1)C1C=CC=CC=1. The catalyst is C(O)C.[OH-].[OH-].[Pd+2]. The product is [CH2:30]([C:20]1([C:16]2[C:15]3[C:19](=[C:11]([NH2:10])[CH:12]=[CH:13][CH:14]=3)[NH:18][CH:17]=2)[C:28]2[C:23](=[CH:24][C:25]([F:29])=[CH:26][CH:27]=2)[CH2:22][CH2:21]1)[CH3:31]. The yield is 0.940. (2) The reactants are [N:1]1([C:7]2[N:15]=[C:14]([C:16]3[CH:17]=[C:18]([OH:22])[CH:19]=[CH:20][CH:21]=3)[N:13]=[C:12]3[C:8]=2[N:9]=[CH:10][N:11]3[CH:23]2[CH2:28][CH2:27][NH:26][CH2:25][CH2:24]2)[CH2:6][CH2:5][O:4][CH2:3][CH2:2]1.[BH3-]C#N.[Na+].[N:33]1[CH:38]=[CH:37][CH:36]=[CH:35][C:34]=1[CH:39]=O. The catalyst is CO.[Cl-].[Zn+2].[Cl-]. The product is [N:1]1([C:7]2[N:15]=[C:14]([C:16]3[CH:17]=[C:18]([OH:22])[CH:19]=[CH:20][CH:21]=3)[N:13]=[C:12]3[C:8]=2[N:9]=[CH:10][N:11]3[CH:23]2[CH2:28][CH2:27][N:26]([CH2:39][C:34]3[CH:35]=[CH:36][CH:37]=[CH:38][N:33]=3)[CH2:25][CH2:24]2)[CH2:6][CH2:5][O:4][CH2:3][CH2:2]1. The yield is 0.700. (3) The reactants are [CH3:1][O:2][C:3]([NH:5][C@H:6]([C:10]([N:12]1[CH:16]([C:17](O)=[O:18])[CH2:15][C:14]2([CH2:24][CH2:23][S:22](=[O:26])(=[O:25])[CH2:21][CH2:20]2)[CH2:13]1)=[O:11])[CH:7]([CH3:9])[CH3:8])=[O:4].C1C2(OCCCO2)C[C@@H](C2NC=C([C:42]3[CH:47]=[CH:46][C:45]([C:48]4[CH:53]=[CH:52][C:51]([C:54]5[N:55]=[C:56]([C@@H:59]6[CH2:63][CH2:62][CH2:61][N:60]6[C:64]([C@@H:66]([NH:70][C:71](=[O:74])[O:72][CH3:73])[CH:67]([CH3:69])[CH3:68])=[O:65])[NH:57][CH:58]=5)=[CH:50][CH:49]=4)=[CH:44][CH:43]=3)N=2)N1. No catalyst specified. The product is [CH3:68][CH:67]([CH3:69])[C@H:66]([NH:70][C:71](=[O:74])[O:72][CH3:73])[C:64]([N:60]1[CH2:61][CH2:62][CH2:63][C@H:59]1[C:56]1[NH:57][CH:58]=[C:54]([C:51]2[CH:50]=[CH:49][C:48]([C:45]3[CH:44]=[CH:43][C:42]([C:10](=[O:11])[CH2:6][NH:5][C:17]([CH:16]4[CH2:15][C:14]5([CH2:20][CH2:21][S:22](=[O:26])(=[O:25])[CH2:23][CH2:24]5)[CH2:13][N:12]4[C:10](=[O:11])[C@@H:6]([NH:5][C:3]([O:2][CH3:1])=[O:4])[CH:7]([CH3:9])[CH3:8])=[O:18])=[CH:47][CH:46]=3)=[CH:53][CH:52]=2)[N:55]=1)=[O:65]. The yield is 0.490. (4) The reactants are [Cl:1][C:2]1[C:7]([Cl:8])=[C:6]([Cl:9])[CH:5]=[C:4]([N+:10]([O-])=O)[C:3]=1[NH2:13].S(S([O-])=O)([O-])=O.[Na+].[Na+].[CH:22](OC)(OC)OC.CN(C=O)C. The catalyst is C(O)(=O)C. The product is [Cl:1][C:2]1[C:3]2[N:13]=[CH:22][NH:10][C:4]=2[CH:5]=[C:6]([Cl:9])[C:7]=1[Cl:8]. The yield is 0.430.